This data is from Forward reaction prediction with 1.9M reactions from USPTO patents (1976-2016). The task is: Predict the product of the given reaction. (1) Given the reactants [CH3:1][O:2][C:3]1[C:16]([O:17][CH3:18])=[CH:15][C:14]2[C:13]3[C:8](=[CH:9][CH:10]=[C:11]([O:19][CH3:20])[CH:12]=3)[C:7]([CH2:21][NH:22][CH2:23][CH2:24]CCCC(O)=O)=[CH:6][C:5]=2[CH:4]=1.N, predict the reaction product. The product is: [CH3:1][O:2][C:3]1[C:16]([O:17][CH3:18])=[CH:15][C:14]2[C:13]3[C:8](=[CH:9][CH:10]=[C:11]([O:19][CH3:20])[CH:12]=3)[C:7]([CH2:21][NH:22][CH:23]([CH3:24])[CH2:14][CH2:5][CH2:4][CH2:3][OH:2])=[CH:6][C:5]=2[CH:4]=1. (2) Given the reactants FC(F)(F)[C:3]1[CH:4]=[C:5]([NH:9][C:10](=[O:29])[NH:11][C:12]2[CH:17]=[CH:16][C:15]([C:18]3[S:22][C:21]([CH2:23]CC(OC)=O)=[N:20][CH:19]=3)=[CH:14][CH:13]=2)[CH:6]=[CH:7][CH:8]=1.NC1C=CC(C2SC(C[NH:45][S:46]([C:49]([F:52])([F:51])[F:50])(=[O:48])=[O:47])=NC=2)=CC=1.N(C1C=CC=CC=1)=C=O, predict the reaction product. The product is: [F:50][C:49]([F:52])([F:51])[S:46]([NH:45][CH2:23][C:21]1[S:22][C:18]([C:15]2[CH:14]=[CH:13][C:12]([NH:11][C:10]([NH:9][C:5]3[CH:4]=[CH:3][CH:8]=[CH:7][CH:6]=3)=[O:29])=[CH:17][CH:16]=2)=[CH:19][N:20]=1)(=[O:48])=[O:47]. (3) Given the reactants [CH:1]1([C:4]2[N:5]=[C:6]3[CH:11]=[CH:10][C:9]([N:12]4[CH:17]=[CH:16][C:15]([OH:18])=[CH:14][C:13]4=[O:19])=[CH:8][N:7]3[C:20]=2[CH3:21])[CH2:3][CH2:2]1.[F:22][CH:23]([F:31])[C:24]1[S:28][C:27]([CH2:29]O)=[CH:26][CH:25]=1.C(P(CCCC)CCCC)CCC.N(C(N1CCCCC1)=O)=NC(N1CCCCC1)=O, predict the reaction product. The product is: [CH:1]1([C:4]2[N:5]=[C:6]3[CH:11]=[CH:10][C:9]([N:12]4[CH:17]=[CH:16][C:15]([O:18][CH2:29][C:27]5[S:28][C:24]([CH:23]([F:31])[F:22])=[CH:25][CH:26]=5)=[CH:14][C:13]4=[O:19])=[CH:8][N:7]3[C:20]=2[CH3:21])[CH2:3][CH2:2]1. (4) Given the reactants [C:1]1([C:7]2[C:11]([C:12]([F:15])([F:14])[F:13])=[C:10]([C:16]3[O:20][N:19]=[C:18]4[C:21]5[C:26]([CH2:27][CH2:28][C:17]=34)=[CH:25][C:24]([CH2:29][N:30]3[CH2:33][CH:32]([C:34](O)=[O:35])[CH2:31]3)=[CH:23][CH:22]=5)[O:9][N:8]=2)[CH:6]=[CH:5][CH:4]=[CH:3][CH:2]=1.[CH3:37][S:38]([NH2:41])(=[O:40])=[O:39].C(N(CC)CC)C.F[P-](F)(F)(F)(F)F.N1([O:65][C:66](N(C)C)=[N+](C)C)C2N=CC=CC=2N=N1, predict the reaction product. The product is: [CH3:37][S:38]([NH:41][C:34]([CH:32]1[CH2:31][N:30]([CH2:29][C:24]2[CH:25]=[C:26]3[C:21](=[CH:22][CH:23]=2)[C:18]2=[N:19][O:20][C:16]([C:10]4[O:9][N:8]=[C:7]([C:1]5[CH:6]=[CH:5][CH:4]=[CH:3][CH:2]=5)[C:11]=4[C:12]([F:13])([F:14])[F:15])=[C:17]2[CH2:28][CH2:27]3)[CH2:33]1)=[O:35])(=[O:40])=[O:39].[C:66]([OH:65])([C:12]([F:15])([F:14])[F:13])=[O:39]. (5) Given the reactants O1[C@@H:11]2[C@@:2]1([OH:17])[C:3]([CH3:16])([CH3:15])[O:4][C:5]1[C:10]2=[CH:9][CH:8]=[C:7]([N+:12]([O-:14])=[O:13])[CH:6]=1.Cl([O-])(=O)(=O)=O.[Li+].[F:24][C:25]1[CH:33]=[CH:32][C:28]([CH2:29][CH2:30][NH2:31])=[CH:27][CH:26]=1.C(O)(=O)/C=C\C(O)=O, predict the reaction product. The product is: [F:24][C:25]1[CH:33]=[CH:32][C:28]([CH2:29][CH2:30][NH:31][C@H:11]2[C:10]3[C:5](=[CH:6][C:7]([N+:12]([O-:14])=[O:13])=[CH:8][CH:9]=3)[O:4][C:3]([CH3:15])([CH3:16])[C@@H:2]2[OH:17])=[CH:27][CH:26]=1. (6) Given the reactants [CH2:1]([C@H:6]1[CH2:8][C@H:7]1[CH2:9][C@@H:10]1[CH2:12][C@@H:11]1[CH2:13][C:14]#[C:15][CH2:16][CH2:17][CH2:18][CH2:19][CH2:20][OH:21])[CH2:2][CH2:3][CH2:4][CH3:5].C([C@@H]1C[C@@H]1C[C@H]1C[C@H]1CO)CCCC, predict the reaction product. The product is: [CH2:1]([C@@H:6]1[CH2:8][C@@H:7]1[CH2:9][C@@H:10]1[CH2:12][C@@H:11]1[CH2:13][C:14]#[C:15][CH2:16][CH2:17][CH2:18][CH2:19][CH2:20][OH:21])[CH2:2][CH2:3][CH2:4][CH3:5]. (7) Given the reactants [CH3:1][N:2]([CH3:19])[CH2:3][CH2:4][CH2:5][CH2:6][CH2:7][CH2:8][CH2:9][CH2:10][CH2:11][CH2:12][CH2:13][CH2:14][CH2:15][CH2:16][CH2:17][CH3:18].[C:20](=[O:25])([O:23]C)[O:21]C, predict the reaction product. The product is: [C:20](=[O:21])([O-:25])[O-:23].[CH3:1][N+:2]([CH3:20])([CH3:19])[CH2:3][CH2:4][CH2:5][CH2:6][CH2:7][CH2:8][CH2:9][CH2:10][CH2:11][CH2:12][CH2:13][CH2:14][CH2:15][CH2:16][CH2:17][CH3:18].[CH3:1][N+:2]([CH2:3][CH2:4][CH2:5][CH2:6][CH2:7][CH2:8][CH2:9][CH2:10][CH2:11][CH2:12][CH2:13][CH2:14][CH2:15][CH2:16][CH2:17][CH3:18])([CH3:20])[CH3:19]. (8) Given the reactants I[C:2]1[CH:11]=[C:10]2[C:5]([CH:6]=[C:7]([C:18]3[CH:19]=[CH:20][C:21]4[O:26][CH2:25][C:24](=[O:27])[NH:23][C:22]=4[CH:28]=3)[CH:8]([C:12]3[CH:17]=[CH:16][CH:15]=[CH:14][CH:13]=3)[S:9]2)=[CH:4][CH:3]=1.[NH2:29][C:30]([CH3:34])([CH3:33])[CH2:31][OH:32], predict the reaction product. The product is: [OH:32][CH2:31][C:30]([NH:29][C:2]1[CH:11]=[C:10]2[C:5]([CH:6]=[C:7]([C:18]3[CH:19]=[CH:20][C:21]4[O:26][CH2:25][C:24](=[O:27])[NH:23][C:22]=4[CH:28]=3)[CH:8]([C:12]3[CH:17]=[CH:16][CH:15]=[CH:14][CH:13]=3)[S:9]2)=[CH:4][CH:3]=1)([CH3:34])[CH3:33]. (9) The product is: [Br:1][C:2]1[CH:16]=[CH:15][C:5]([O:6][C:7]2[C:8]([F:14])=[N:9][C:10]([Cl:26])=[CH:11][CH:12]=2)=[C:4]([CH:3]=1)[C:17]([N:18]([CH2:21][CH3:22])[CH2:19][CH3:20])=[O:23]. Given the reactants [Br:1][C:2]1[CH:16]=[CH:15][C:5]([O:6][C:7]2[C:8]([F:14])=[N+:9]([O-])[CH:10]=[CH:11][CH:12]=2)=[C:4]([C:17](=[O:23])[N:18]([CH2:21][CH3:22])[CH2:19][CH3:20])[CH:3]=1.P(Cl)(Cl)([Cl:26])=O, predict the reaction product. (10) Given the reactants [S:1]1[C:5]([C:6]2[CH:10]=[C:9]([CH:11](OCC)[O:12]CC)[N:8]([CH3:18])[N:7]=2)=[CH:4][C:3]2[CH2:19][CH2:20][CH2:21][C:2]1=2.[Br:22]N1C(=O)CCC1=O, predict the reaction product. The product is: [Br:22][C:10]1[C:6]([C:5]2[S:1][C:2]3[CH2:21][CH2:20][CH2:19][C:3]=3[CH:4]=2)=[N:7][N:8]([CH3:18])[C:9]=1[CH:11]=[O:12].